Task: Regression. Given two drug SMILES strings and cell line genomic features, predict the synergy score measuring deviation from expected non-interaction effect.. Dataset: NCI-60 drug combinations with 297,098 pairs across 59 cell lines (1) Drug 1: CC1C(C(CC(O1)OC2CC(CC3=C2C(=C4C(=C3O)C(=O)C5=C(C4=O)C(=CC=C5)OC)O)(C(=O)CO)O)N)O.Cl. Drug 2: CC1C(C(CC(O1)OC2CC(CC3=C2C(=C4C(=C3O)C(=O)C5=C(C4=O)C(=CC=C5)OC)O)(C(=O)C)O)N)O.Cl. Cell line: HL-60(TB). Synergy scores: CSS=56.9, Synergy_ZIP=3.71, Synergy_Bliss=5.18, Synergy_Loewe=-14.1, Synergy_HSA=6.63. (2) Drug 1: CC12CCC3C(C1CCC2O)C(CC4=C3C=CC(=C4)O)CCCCCCCCCS(=O)CCCC(C(F)(F)F)(F)F. Drug 2: C1=NC(=NC(=O)N1C2C(C(C(O2)CO)O)O)N. Cell line: RPMI-8226. Synergy scores: CSS=59.5, Synergy_ZIP=0.793, Synergy_Bliss=-0.675, Synergy_Loewe=-29.4, Synergy_HSA=-2.38. (3) Synergy scores: CSS=0.532, Synergy_ZIP=-4.71, Synergy_Bliss=-3.51, Synergy_Loewe=-5.84, Synergy_HSA=-3.79. Drug 1: C1=CN(C=N1)CC(O)(P(=O)(O)O)P(=O)(O)O. Cell line: K-562. Drug 2: C(CCl)NC(=O)N(CCCl)N=O. (4) Drug 1: C1C(C(OC1N2C=NC3=C(N=C(N=C32)Cl)N)CO)O. Drug 2: CNC(=O)C1=NC=CC(=C1)OC2=CC=C(C=C2)NC(=O)NC3=CC(=C(C=C3)Cl)C(F)(F)F. Cell line: UACC62. Synergy scores: CSS=46.9, Synergy_ZIP=-0.185, Synergy_Bliss=-1.21, Synergy_Loewe=-43.6, Synergy_HSA=-1.91. (5) Drug 1: CC1=C(C(=CC=C1)Cl)NC(=O)C2=CN=C(S2)NC3=CC(=NC(=N3)C)N4CCN(CC4)CCO. Drug 2: CC12CCC3C(C1CCC2O)C(CC4=C3C=CC(=C4)O)CCCCCCCCCS(=O)CCCC(C(F)(F)F)(F)F. Cell line: SK-MEL-28. Synergy scores: CSS=7.45, Synergy_ZIP=-1.83, Synergy_Bliss=2.56, Synergy_Loewe=-1.22, Synergy_HSA=2.80. (6) Drug 1: CC(C)(C#N)C1=CC(=CC(=C1)CN2C=NC=N2)C(C)(C)C#N. Drug 2: CC1C(C(CC(O1)OC2CC(CC3=C2C(=C4C(=C3O)C(=O)C5=CC=CC=C5C4=O)O)(C(=O)C)O)N)O. Cell line: SF-539. Synergy scores: CSS=40.5, Synergy_ZIP=-0.941, Synergy_Bliss=-2.20, Synergy_Loewe=-1.35, Synergy_HSA=-0.0285.